Dataset: CYP2C9 inhibition data for predicting drug metabolism from PubChem BioAssay. Task: Regression/Classification. Given a drug SMILES string, predict its absorption, distribution, metabolism, or excretion properties. Task type varies by dataset: regression for continuous measurements (e.g., permeability, clearance, half-life) or binary classification for categorical outcomes (e.g., BBB penetration, CYP inhibition). Dataset: cyp2c9_veith. The drug is Fc1ccc(Nc2ncncc2-c2ccccc2C(F)(F)F)cc1. The result is 0 (non-inhibitor).